This data is from HIV replication inhibition screening data with 41,000+ compounds from the AIDS Antiviral Screen. The task is: Binary Classification. Given a drug SMILES string, predict its activity (active/inactive) in a high-throughput screening assay against a specified biological target. (1) The compound is O=C1Nc2ccccc2C1=NNc1nc(-c2ccc(Br)cc2)cs1. The result is 0 (inactive). (2) The molecule is O=C(COc1ccccc1Cl)N1N=C(c2ccccc2)CC1(O)c1ccccc1. The result is 0 (inactive). (3) The compound is CC1CCC2(CC1)NN=c1sc(=Cc3ccc(O)cc3)c(=O)n1N2. The result is 0 (inactive). (4) The result is 0 (inactive). The drug is O=C(Nc1ccn(C2CC(I)C(COC(c3ccccc3)(c3ccccc3)c3ccccc3)O2)c(=O)n1)c1ccccc1. (5) The drug is Cc1cn(C2CC(N=[N+]=[N-])C(COC(=O)CCCCCCCCCCBr)O2)c(=O)[nH]c1=O. The result is 1 (active). (6) The drug is CC(C)(c1ccsc1)c1sccc1C(=O)O. The result is 0 (inactive). (7) The compound is O=C(CBr)OCCCS(=O)(=O)O. The result is 0 (inactive).